Dataset: Full USPTO retrosynthesis dataset with 1.9M reactions from patents (1976-2016). Task: Predict the reactants needed to synthesize the given product. (1) Given the product [CH2:26]1[C:27]2[C:32](=[CH:31][CH:30]=[CH:29][CH:28]=2)[CH2:24][CH:25]1[C@H:33]1[NH:37][C:38](=[O:40])[C@@H:15]([C@@H:16]([CH3:17])[CH2:18][CH3:19])[N:14]([CH:11]([C:7]2[CH:6]=[C:5]3[C:10](=[CH:9][CH:8]=2)[N:2]([CH3:1])[N:3]=[CH:4]3)[C:60]([NH:59][C:54]2[CH:55]=[CH:56][CH:57]=[CH:58][C:53]=2[O:52][CH2:51][C:45]2[CH:46]=[CH:47][CH:48]=[CH:49][CH:50]=2)=[O:64])[C:34]1=[O:36], predict the reactants needed to synthesize it. The reactants are: [CH3:1][N:2]1[C:10]2[C:5](=[CH:6][C:7]([CH:11]=O)=[CH:8][CH:9]=2)[CH:4]=[N:3]1.Cl.[NH2:14][C@@H:15](C(OC)=O)[C@H:16]([CH2:18][CH3:19])[CH3:17].[CH2:24]1[C:32]2[C:27](=[CH:28][CH:29]=[CH:30][CH:31]=2)[CH2:26][CH:25]1[C@@H:33]([NH:37][C:38]([O:40]C(C)(C)C)=O)[C:34]([OH:36])=O.[C:45]1([CH2:51][O:52][C:53]2[CH:58]=[CH:57][CH:56]=[CH:55][C:54]=2[N+:59]#[C-:60])[CH:50]=[CH:49][CH:48]=[CH:47][CH:46]=1.FC(F)(F)C[OH:64]. (2) Given the product [CH:24]1([O:23][C:5]2[C:6]([O:21][CH3:22])=[CH:7][CH:8]=[C:9]3[C:4]=2[N:3]=[C:2]([NH2:29])[CH:11]=[C:10]3[NH:12][C:13]2[C:18]([Cl:19])=[CH:17][N:16]=[CH:15][C:14]=2[Cl:20])[CH2:25][CH2:26][CH2:27][CH2:28]1, predict the reactants needed to synthesize it. The reactants are: Cl[C:2]1[CH:11]=[C:10]([NH:12][C:13]2[C:18]([Cl:19])=[CH:17][N:16]=[CH:15][C:14]=2[Cl:20])[C:9]2[C:4](=[C:5]([O:23][CH:24]3[CH2:28][CH2:27][CH2:26][CH2:25]3)[C:6]([O:21][CH3:22])=[CH:7][CH:8]=2)[N:3]=1.[NH3:29].